Dataset: Reaction yield outcomes from USPTO patents with 853,638 reactions. Task: Predict the reaction yield, written as a fraction of the theoretical maximum amount of product (1.0 means a 100% yield; for example, 0.34 means a 34% yield). The reactants are [H-].[H-].[H-].[H-].[Li+].[Al+3].[Br:7][C:8]1[CH:9]=[CH:10][C:11]([Cl:20])=[C:12]([CH:19]=1)[C:13](N(OC)C)=[O:14].[Cl-].[NH4+]. The catalyst is O1CCCC1. The product is [Br:7][C:8]1[CH:9]=[CH:10][C:11]([Cl:20])=[C:12]([CH:19]=1)[CH:13]=[O:14]. The yield is 0.950.